This data is from Catalyst prediction with 721,799 reactions and 888 catalyst types from USPTO. The task is: Predict which catalyst facilitates the given reaction. Reactant: C(OC([N:8]([CH2:37][C:38]([O:40]C(C)(C)C)=[O:39])[C:9]1[CH:14]=[CH:13][CH:12]=[C:11]([CH:15]([CH2:26][C:27]2[CH:32]=[CH:31][CH:30]=[C:29]([C:33]([CH3:36])([CH3:35])[CH3:34])[CH:28]=2)[NH:16][S:17]([C:20]2[CH:21]=[N:22][CH:23]=[CH:24][CH:25]=2)(=[O:19])=[O:18])[N:10]=1)=O)(C)(C)C.[ClH:45].O1CCOCC1. Product: [ClH:45].[C:33]([C:29]1[CH:28]=[C:27]([CH:32]=[CH:31][CH:30]=1)[CH2:26][CH:15]([NH:16][S:17]([C:20]1[CH:21]=[N:22][CH:23]=[CH:24][CH:25]=1)(=[O:18])=[O:19])[C:11]1[N:10]=[C:9]([NH:8][CH2:37][C:38]([OH:40])=[O:39])[CH:14]=[CH:13][CH:12]=1)([CH3:36])([CH3:34])[CH3:35]. The catalyst class is: 2.